Dataset: Forward reaction prediction with 1.9M reactions from USPTO patents (1976-2016). Task: Predict the product of the given reaction. (1) Given the reactants [Cl:1][C:2]1[CH:9]=[C:8]([N:10]([CH2:16][C:17]2[CH:22]=[CH:21][CH:20]=[CH:19][C:18]=2[CH3:23])[C@H:11]2[CH2:15][CH2:14][NH:13][CH2:12]2)[CH:7]=[CH:6][C:3]=1[C:4]#[N:5].[CH3:24][C:25]1[CH:29]=[C:28]([CH3:30])[NH:27][C:26]=1[CH:31]=O, predict the reaction product. The product is: [Cl:1][C:2]1[CH:9]=[C:8]([N:10]([C@H:11]2[CH2:15][CH2:14][N:13]([CH2:31][C:26]3[NH:27][C:28]([CH3:30])=[CH:29][C:25]=3[CH3:24])[CH2:12]2)[CH2:16][C:17]2[CH:22]=[CH:21][CH:20]=[CH:19][C:18]=2[CH3:23])[CH:7]=[CH:6][C:3]=1[C:4]#[N:5]. (2) Given the reactants [Br:1][C:2]1[CH:3]=[CH:4][C:5]([N+:9]([O-])=O)=[C:6]([NH2:8])[CH:7]=1.[CH3:12][O:13][C:14]1[CH:22]=[CH:21][C:17]([C:18](Cl)=[O:19])=[CH:16][CH:15]=1, predict the reaction product. The product is: [NH2:9][C:5]1[CH:4]=[CH:3][C:2]([Br:1])=[CH:7][C:6]=1[NH:8][C:18](=[O:19])[C:17]1[CH:21]=[CH:22][C:14]([O:13][CH3:12])=[CH:15][CH:16]=1. (3) Given the reactants Br[C:2]1[C:3]([C@@H:8]([NH:18][C:19](=[O:37])[CH2:20][N:21]2[C:29]3[C:28]([F:31])([F:30])[CH2:27][CH2:26][C:25]([F:33])([F:32])[C:24]=3[C:23]([CH:34]([F:36])[F:35])=[N:22]2)[CH2:9][C:10]2[CH:15]=[C:14]([F:16])[CH:13]=[C:12]([F:17])[CH:11]=2)=[N:4][CH:5]=[CH:6][CH:7]=1.CC1(C)C(C)(C)OB([C:46]2[CH:47]=[CH:48][C:49]([NH2:52])=[N:50][CH:51]=2)O1, predict the reaction product. The product is: [NH2:52][C:49]1[N:50]=[CH:51][C:46]([C:2]2[C:3]([C@@H:8]([NH:18][C:19](=[O:37])[CH2:20][N:21]3[C:29]4[C:28]([F:31])([F:30])[CH2:27][CH2:26][C:25]([F:33])([F:32])[C:24]=4[C:23]([CH:34]([F:36])[F:35])=[N:22]3)[CH2:9][C:10]3[CH:11]=[C:12]([F:17])[CH:13]=[C:14]([F:16])[CH:15]=3)=[N:4][CH:5]=[CH:6][CH:7]=2)=[CH:47][CH:48]=1.